Dataset: Reaction yield outcomes from USPTO patents with 853,638 reactions. Task: Predict the reaction yield, written as a fraction of the theoretical maximum amount of product (1.0 means a 100% yield; for example, 0.34 means a 34% yield). (1) The reactants are [NH2:1][C:2]1[N:7]([CH3:8])[C:6](=[O:9])[N:5]([CH2:10][C:11]2[CH:16]=[CH:15][C:14]([O:17][CH3:18])=[CH:13][CH:12]=2)[C:4](=[O:19])[C:3]=1[NH:20][C:21](=O)[CH2:22][CH2:23][CH2:24][O:25][C:26]1[CH:31]=[CH:30][CH:29]=[C:28]([O:32][C:33]([F:36])([F:35])[F:34])[CH:27]=1.[OH-].[Na+].[Cl-].[NH4+]. The catalyst is C(O)C. The product is [CH3:18][O:17][C:14]1[CH:15]=[CH:16][C:11]([CH2:10][N:5]2[C:4](=[O:19])[C:3]3[NH:20][C:21]([CH2:22][CH2:23][CH2:24][O:25][C:26]4[CH:31]=[CH:30][CH:29]=[C:28]([O:32][C:33]([F:36])([F:35])[F:34])[CH:27]=4)=[N:1][C:2]=3[N:7]([CH3:8])[C:6]2=[O:9])=[CH:12][CH:13]=1. The yield is 0.897. (2) The yield is 0.460. The catalyst is CO. The product is [CH2:23]([O:22][C:21]([NH:20][C:17]1[CH:16]=[CH:15][C:14]([CH2:12][N:1]2[CH2:4][CH:3]([C:5]([OH:7])=[O:6])[CH2:2]2)=[CH:19][CH:18]=1)=[O:30])[C:24]1[CH:25]=[CH:26][CH:27]=[CH:28][CH:29]=1. The reactants are [NH:1]1[CH2:4][CH:3]([C:5]([OH:7])=[O:6])[CH2:2]1.C(O)(=O)C.[CH:12]([C:14]1[CH:19]=[CH:18][C:17]([NH:20][C:21](=[O:30])[O:22][CH2:23][C:24]2[CH:29]=[CH:28][CH:27]=[CH:26][CH:25]=2)=[CH:16][CH:15]=1)=O.C([BH3-])#N. (3) The reactants are N[C@H]1CCCC[C@H]1[NH:8][C:9](=[O:26])[C:10]1[C:15]([C:16]([F:19])([F:18])[F:17])=[CH:14][C:13]([C:20]([F:23])([F:22])[F:21])=[CH:12][C:11]=1OC.C(=O)([O-])[O-].[K+].[K+].[I-].C([N+]1(C)CCC(=O)CC1)C. The catalyst is C(O)C. The product is [F:21][C:20]([F:22])([F:23])[C:13]1[CH:14]=[C:15]([C:16]([F:19])([F:17])[F:18])[C:10]([C:9]([NH2:8])=[O:26])=[CH:11][CH:12]=1. The yield is 0.660. (4) The reactants are [C:1]([OH:11])(=[O:10])[C@@H:2]([C:4]1[CH:9]=[CH:8][CH:7]=[CH:6][CH:5]=1)[OH:3].[N:12]1[CH:17]=[CH:16][CH:15]=[C:14]([CH2:18][C@H:19]2[C@H:24]([NH:25][C:26]([C:28]3[O:29][C:30]4[CH:36]=[CH:35][CH:34]=[CH:33][C:31]=4[CH:32]=3)=[O:27])[CH:23]3[CH2:37][CH2:38][N:20]2[CH2:21][CH2:22]3)[CH:13]=1.C(OCC)(=O)C. The catalyst is C(O)C. The product is [C:1]([OH:11])(=[O:10])[C@@H:2]([C:4]1[CH:9]=[CH:8][CH:7]=[CH:6][CH:5]=1)[OH:3].[N:12]1[CH:17]=[CH:16][CH:15]=[C:14]([CH2:18][C@H:19]2[C@H:24]([NH:25][C:26]([C:28]3[O:29][C:30]4[CH:36]=[CH:35][CH:34]=[CH:33][C:31]=4[CH:32]=3)=[O:27])[CH:23]3[CH2:37][CH2:38][N:20]2[CH2:21][CH2:22]3)[CH:13]=1. The yield is 0.624. (5) The catalyst is ClCCl. The reactants are [CH:1]1([N:4]([CH:14]2[CH2:19][CH2:18][NH:17][CH2:16][CH2:15]2)[S:5]([C:8]2[CH:13]=[CH:12][CH:11]=[CH:10][CH:9]=2)(=[O:7])=[O:6])[CH2:3][CH2:2]1.[CH2:20]([O:24][C:25]1[CH:30]=[CH:29][C:28]([S:31](Cl)(=[O:33])=[O:32])=[CH:27][CH:26]=1)[CH2:21][CH2:22][CH3:23].CCN(C(C)C)C(C)C. The yield is 0.240. The product is [CH2:20]([O:24][C:25]1[CH:30]=[CH:29][C:28]([S:31]([N:17]2[CH2:18][CH2:19][CH:14]([N:4]([CH:1]3[CH2:3][CH2:2]3)[S:5]([C:8]3[CH:13]=[CH:12][CH:11]=[CH:10][CH:9]=3)(=[O:6])=[O:7])[CH2:15][CH2:16]2)(=[O:33])=[O:32])=[CH:27][CH:26]=1)[CH2:21][CH2:22][CH3:23]. (6) The product is [C:10]([C:14]1[CH:15]=[C:16]([NH:8][C:6]2[C:5]([CH3:9])=[CH:4][N:3]=[C:2]([Cl:1])[N:7]=2)[CH:17]=[CH:18][CH:19]=1)([CH3:13])([CH3:12])[CH3:11]. The catalyst is O1CCOCC1.C1C=CC(/C=C/C(/C=C/C2C=CC=CC=2)=O)=CC=1.C1C=CC(/C=C/C(/C=C/C2C=CC=CC=2)=O)=CC=1.C1C=CC(/C=C/C(/C=C/C2C=CC=CC=2)=O)=CC=1.[Pd].[Pd]. The reactants are [Cl:1][C:2]1[N:7]=[C:6]([NH2:8])[C:5]([CH3:9])=[CH:4][N:3]=1.[C:10]([C:14]1[CH:19]=[CH:18][CH:17]=[C:16](Br)[CH:15]=1)([CH3:13])([CH3:12])[CH3:11].CC1(C)C2C(=C(P(C3C=CC=CC=3)C3C=CC=CC=3)C=CC=2)OC2C(P(C3C=CC=CC=3)C3C=CC=CC=3)=CC=CC1=2.C(=O)([O-])[O-].[Cs+].[Cs+]. The yield is 0.990. (7) The catalyst is CN(C=O)C.C1C=CC([P]([Pd]([P](C2C=CC=CC=2)(C2C=CC=CC=2)C2C=CC=CC=2)([P](C2C=CC=CC=2)(C2C=CC=CC=2)C2C=CC=CC=2)[P](C2C=CC=CC=2)(C2C=CC=CC=2)C2C=CC=CC=2)(C2C=CC=CC=2)C2C=CC=CC=2)=CC=1. The yield is 0.898. The reactants are Br[C:2]1[CH:6]=[N:5][N:4]([CH3:7])[C:3]=1[C:8]([O:10][CH3:11])=[O:9].[C:12]1(B(O)O)[CH:17]=[CH:16][CH:15]=[CH:14][CH:13]=1.C(=O)([O-])[O-].[Cs+].[Cs+]. The product is [CH3:7][N:4]1[C:3]([C:8]([O:10][CH3:11])=[O:9])=[C:2]([C:12]2[CH:17]=[CH:16][CH:15]=[CH:14][CH:13]=2)[CH:6]=[N:5]1. (8) The product is [C:15]([O:18][C:19]([NH:21][C@@H:22]1[CH2:28][CH2:27][C@H:25]([NH:1][C:2]2[C:3]([CH3:13])=[C:4]([CH:9]=[C:10]([Cl:12])[CH:11]=2)[C:5]([O:7][CH3:8])=[O:6])[CH2:24][CH2:23]1)=[O:20])([CH3:17])([CH3:14])[CH3:16]. The yield is 0.291. The reactants are [NH2:1][C:2]1[C:3]([CH3:13])=[C:4]([CH:9]=[C:10]([Cl:12])[CH:11]=1)[C:5]([O:7][CH3:8])=[O:6].[CH3:14][C:15]([O:18][C:19]([NH:21][CH:22]1[CH2:28][CH2:27][C:25](=O)[CH2:24][CH2:23]1)=[O:20])([CH3:17])[CH3:16].C([BH3-])#N.[Na+]. The catalyst is CO.[Cl-].[Zn+2].[Cl-].